Predict the reactants needed to synthesize the given product. From a dataset of Full USPTO retrosynthesis dataset with 1.9M reactions from patents (1976-2016). (1) Given the product [F:7][C:8]1[CH:13]=[CH:12][C:11]([C@@H:14]([N:16]2[CH2:21][CH2:20][CH2:19]/[C:18](=[CH:22]\[C:23]3[CH:28]=[CH:27][C:26]([N:29]4[CH:33]=[C:32]([CH3:34])[N:31]=[CH:30]4)=[C:25]([O:35][CH3:36])[CH:24]=3)/[C:17]2=[O:41])[CH3:15])=[CH:10][CH:9]=1, predict the reactants needed to synthesize it. The reactants are: CC(C)([O-])C.[Na+].[F:7][C:8]1[CH:13]=[CH:12][C:11]([C@@H:14]([N:16]2[CH2:21][CH2:20][CH2:19][CH:18]([CH:22](OC(=O)C)[C:23]3[CH:28]=[CH:27][C:26]([N:29]4[CH:33]=[C:32]([CH3:34])[N:31]=[CH:30]4)=[C:25]([O:35][CH3:36])[CH:24]=3)[C:17]2=[O:41])[CH3:15])=[CH:10][CH:9]=1.O. (2) Given the product [C:25]([C:29]1[CH:34]=[C:33]([NH:35][S:36]([CH3:39])(=[O:37])=[O:38])[C:32]([O:40][CH3:41])=[C:31]([NH:42][C:43](=[O:44])[NH:45][C:46]2[C:55]3[C:50](=[CH:51][CH:52]=[CH:53][CH:54]=3)[C:49]([O:56][C:57]3[CH:58]=[CH:59][N:60]=[C:61]([NH:1][C:2]4[CH:7]=[CH:6][C:5]([S:8]([N:11]([CH3:22])[CH2:12][CH2:13][CH2:14][N:15]5[CH2:16][CH2:17][N:18]([CH3:21])[CH2:19][CH2:20]5)(=[O:9])=[O:10])=[C:4]([O:23][CH3:24])[CH:3]=4)[CH:62]=3)=[CH:48][CH:47]=2)[CH:30]=1)([CH3:28])([CH3:26])[CH3:27], predict the reactants needed to synthesize it. The reactants are: [NH2:1][C:2]1[CH:7]=[CH:6][C:5]([S:8]([N:11]([CH3:22])[CH2:12][CH2:13][CH2:14][N:15]2[CH2:20][CH2:19][N:18]([CH3:21])[CH2:17][CH2:16]2)(=[O:10])=[O:9])=[C:4]([O:23][CH3:24])[CH:3]=1.[C:25]([C:29]1[CH:30]=[C:31]([NH:42][C:43]([NH:45][C:46]2[C:55]3[C:50](=[CH:51][CH:52]=[CH:53][CH:54]=3)[C:49]([O:56][C:57]3[CH:62]=[CH:61][N:60]=[C:59](Cl)[CH:58]=3)=[CH:48][CH:47]=2)=[O:44])[C:32]([O:40][CH3:41])=[C:33]([NH:35][S:36]([CH3:39])(=[O:38])=[O:37])[CH:34]=1)([CH3:28])([CH3:27])[CH3:26].C([O-])([O-])=O.[K+].[K+].CC(C1C=C(C(C)C)C(C2C(P(C3CCCCC3)C3CCCCC3)=C(OC)C=CC=2OC)=C(C(C)C)C=1)C. (3) The reactants are: C[O:2][C:3]1[CH:4]=[C:5]([NH2:13])[CH:6]=[C:7]([C:9]([F:12])([F:11])[F:10])[CH:8]=1.Br.C(O)(=O)C. Given the product [NH2:13][C:5]1[CH:4]=[C:3]([OH:2])[CH:8]=[C:7]([C:9]([F:10])([F:11])[F:12])[CH:6]=1, predict the reactants needed to synthesize it. (4) Given the product [C:1]([O:5][C:6](=[O:16])[NH:7][C:8]1[CH:13]=[CH:12][CH:11]=[C:10]([Cl:14])[C:9]=1[CH2:15][C:25](=[O:27])[CH3:26])([CH3:4])([CH3:3])[CH3:2], predict the reactants needed to synthesize it. The reactants are: [C:1]([O:5][C:6](=[O:16])[NH:7][C:8]1[CH:13]=[CH:12][CH:11]=[C:10]([Cl:14])[C:9]=1[CH3:15])([CH3:4])([CH3:3])[CH3:2].C([Li])(CC)C.CON(C)[C:25](=[O:27])[CH3:26]. (5) Given the product [Cl:1][C:2]([Cl:7])([CH2:12][CH2:11][C:10]([O:9][CH3:8])=[O:13])[C:3]([O:5][CH3:6])=[O:4], predict the reactants needed to synthesize it. The reactants are: [Cl:1][CH:2]([Cl:7])[C:3]([O:5][CH3:6])=[O:4].[CH3:8][O:9][C:10](=[O:13])[CH:11]=[CH2:12].C[O-].[Na+]. (6) Given the product [CH3:16][O:15][CH2:14][CH2:13][O:11][C:3]1[CH:4]=[CH:5][CH:6]=[C:7]([N+:8]([O-:10])=[O:9])[C:2]=1[NH2:1], predict the reactants needed to synthesize it. The reactants are: [NH2:1][C:2]1[C:7]([N+:8]([O-:10])=[O:9])=[CH:6][CH:5]=[CH:4][C:3]=1[OH:11].Br[CH2:13][CH2:14][O:15][CH3:16].C([O-])([O-])=O.[K+].[K+].O. (7) The reactants are: [CH3:1]B(O)O.Br[C:6]1[CH:11]=[CH:10][C:9]([O:12][CH3:13])=[CH:8][C:7]=1[Cl:14].P([O-])([O-])([O-])=O.[K+].[K+].[K+]. Given the product [Cl:14][C:7]1[CH:8]=[C:9]([O:12][CH3:13])[CH:10]=[CH:11][C:6]=1[CH3:1], predict the reactants needed to synthesize it.